Dataset: Catalyst prediction with 721,799 reactions and 888 catalyst types from USPTO. Task: Predict which catalyst facilitates the given reaction. (1) Reactant: Cl[CH2:2][C:3]([N:5]1[CH2:10][CH2:9][CH:8]([C@@H:11]([NH:15][S:16]([C:19]2[S:20][C:21]([C:24]3[CH:29]=[CH:28][C:27]([O:30][CH3:31])=[CH:26][CH:25]=3)=[CH:22][CH:23]=2)(=[O:18])=[O:17])[C:12]([OH:14])=[O:13])[CH2:7][CH2:6]1)=[O:4].[CH3:32][N:33]1[CH2:38][CH2:37][NH:36][CH2:35][CH2:34]1. Product: [CH3:32][N:33]1[CH2:38][CH2:37][N:36]([CH2:2][C:3]([N:5]2[CH2:10][CH2:9][CH:8]([C@@H:11]([NH:15][S:16]([C:19]3[S:20][C:21]([C:24]4[CH:29]=[CH:28][C:27]([O:30][CH3:31])=[CH:26][CH:25]=4)=[CH:22][CH:23]=3)(=[O:18])=[O:17])[C:12]([OH:14])=[O:13])[CH2:7][CH2:6]2)=[O:4])[CH2:35][CH2:34]1. The catalyst class is: 10. (2) The catalyst class is: 247. Product: [CH:54]1[CH:53]=[CH:52][N:44]2[CH2:45][C:46]3[CH:51]=[CH:50][CH:49]=[CH:48][C:47]=3[N:41]([C:39]([C:36]3[CH:37]=[CH:38][C:33]([CH2:32][NH:31][C:18]([N:4]4[C:3]5[C:8](=[CH:9][CH:10]=[CH:11][C:2]=5[F:1])[N:7]([CH3:12])[C:6](=[O:13])[CH2:5]4)=[O:17])=[C:34]([CH3:55])[CH:35]=3)=[O:40])[CH2:42][C:43]=12. Reactant: [F:1][C:2]1[CH:11]=[CH:10][CH:9]=[C:8]2[C:3]=1[NH:4][CH2:5][C:6](=[O:13])[N:7]2[CH3:12].ClC([O:17][C:18](Cl)(Cl)Cl)=O.C(N(C(C)C)CC)(C)C.[NH2:31][CH2:32][C:33]1[CH:38]=[CH:37][C:36]([C:39]([N:41]2[C:47]3[CH:48]=[CH:49][CH:50]=[CH:51][C:46]=3[CH2:45][N:44]3[CH:52]=[CH:53][CH2:54][C:43]3=[CH:42]2)=[O:40])=[CH:35][C:34]=1[CH3:55]. (3) Reactant: [Br:1][C:2]1[C:7]([CH3:8])=[CH:6][N:5]=[C:4]([Cl:9])[CH:3]=1.C1C(=O)N([Br:17])C(=O)C1. Product: [Br:1][C:2]1[C:7]([CH2:8][Br:17])=[CH:6][N:5]=[C:4]([Cl:9])[CH:3]=1. The catalyst class is: 34. (4) Reactant: C[O:2][C:3](=[O:31])[C:4]1[CH:9]=[C:8]([C:10]2[O:11][CH:12]=[CH:13][N:14]=2)[CH:7]=[C:6]([N:15]([C:21]([O:23][CH2:24][C:25]2[CH:30]=[CH:29][CH:28]=[CH:27][CH:26]=2)=[O:22])[CH2:16][CH2:17][CH2:18][CH:19]=[CH2:20])[CH:5]=1.[OH-].[Na+].Cl. Product: [CH2:24]([O:23][C:21]([N:15]([CH2:16][CH2:17][CH2:18][CH:19]=[CH2:20])[C:6]1[CH:5]=[C:4]([CH:9]=[C:8]([C:10]2[O:11][CH:12]=[CH:13][N:14]=2)[CH:7]=1)[C:3]([OH:31])=[O:2])=[O:22])[C:25]1[CH:26]=[CH:27][CH:28]=[CH:29][CH:30]=1. The catalyst class is: 5. (5) Reactant: [C:1]([NH:8][C@H:9]([C:11]([OH:13])=[O:12])[CH3:10])([O:3][C:4]([CH3:7])([CH3:6])[CH3:5])=[O:2].Cl.C[O:16][C:17](=O)[C@H:18]([CH3:27])[NH:19][CH2:20][C:21]1[CH:26]=[CH:25][CH:24]=[CH:23][CH:22]=1.CCN(C(C)C)C(C)C.F[P-](F)(F)(F)(F)F.N1(OC(N(C)C)=[N+](C)C)C2C=CC=CC=2N=N1. Product: [CH3:6][C:4]([O:3][C:1]([NH:8][C@H:9]([C:11]([O:13][C:17](=[O:16])[C@H:18]([CH3:27])[NH:19][CH2:20][C:21]1[CH:26]=[CH:25][CH:24]=[CH:23][CH:22]=1)=[O:12])[CH3:10])=[O:2])([CH3:7])[CH3:5]. The catalyst class is: 2.